This data is from Forward reaction prediction with 1.9M reactions from USPTO patents (1976-2016). The task is: Predict the product of the given reaction. (1) The product is: [Cl:1][C:2]1[CH:7]=[CH:6][C:5]([N:8]([CH2:15][CH3:16])[CH:9]2[CH2:14][CH2:13][N:12]([CH2:28][CH2:29][CH:30]=[C:31]3[C:37]4[CH:38]=[CH:39][CH:40]=[N:41][C:36]=4[CH2:35][O:34][C:33]4[CH:42]=[CH:43][C:44]([C:46]([OH:49])([CH3:48])[CH3:47])=[CH:45][C:32]3=4)[CH2:11][CH2:10]2)=[CH:4][CH:3]=1. Given the reactants [Cl:1][C:2]1[CH:7]=[CH:6][C:5]([N:8]([CH2:15][CH3:16])[CH:9]2[CH2:14][CH2:13][NH:12][CH2:11][CH2:10]2)=[CH:4][CH:3]=1.N1C(C)=CC=CC=1C.[I-].[K+].Br[CH2:28][CH2:29][CH:30]=[C:31]1[C:37]2[CH:38]=[CH:39][CH:40]=[N:41][C:36]=2[CH2:35][O:34][C:33]2[CH:42]=[CH:43][C:44]([C:46]([OH:49])([CH3:48])[CH3:47])=[CH:45][C:32]1=2, predict the reaction product. (2) The product is: [N:1]1([CH:18]([NH:10][C:11]2[N:15]([CH3:16])[N:14]=[C:13]([CH3:17])[CH:12]=2)[CH3:19])[C:5]2[CH:6]=[CH:7][CH:8]=[CH:9][C:4]=2[N:3]=[N:2]1. Given the reactants [NH:1]1[C:5]2[CH:6]=[CH:7][CH:8]=[CH:9][C:4]=2[N:3]=[N:2]1.[NH2:10][C:11]1[N:15]([CH3:16])[N:14]=[C:13]([CH3:17])[CH:12]=1.[CH:18](=O)[CH2:19]C.CCCCCCC, predict the reaction product. (3) Given the reactants [NH2:1][CH:2]([C:19]1[CH:24]=[CH:23][C:22]([C:25](=[NH:27])[NH2:26])=[CH:21][CH:20]=1)[P:3]([O:12][C:13]1[CH:18]=[CH:17][CH:16]=[CH:15][CH:14]=1)(=[O:11])[O:4][C:5]1[CH:10]=[CH:9][CH:8]=[CH:7][CH:6]=1.[C:28]([NH:43][CH2:44][CH2:45][CH2:46][CH2:47][CH2:48][C:49](O)=[O:50])(=[O:42])[CH2:29][CH2:30][CH2:31][CH2:32][C@H:33]1[C@@H:41]2[C@@H:36]([NH:37][C:38]([NH:40]2)=[O:39])[CH2:35][S:34]1.C1CN([P+](ON2N=NC3C=CC=CC2=3)(N2CCCC2)N2CCCC2)CC1.F[P-](F)(F)(F)(F)F.C(O)(C(F)(F)F)=O.C(ON1C(=O)CCC1=O)(=O)CCCCCCC(ON1C(=O)CCC1=O)=O.OC(CCCC[C@H]1[C@@H]2[C@@H](NC(N2)=O)CS1)=O, predict the reaction product. The product is: [C:28]([NH:43][CH2:44][CH2:45][CH2:46][CH2:47][CH2:48][C:49]([NH:1][CH:2]([C:19]1[CH:24]=[CH:23][C:22]([C:25](=[NH:26])[NH2:27])=[CH:21][CH:20]=1)[P:3]([O:4][C:5]1[CH:10]=[CH:9][CH:8]=[CH:7][CH:6]=1)(=[O:11])[O:12][C:13]1[CH:18]=[CH:17][CH:16]=[CH:15][CH:14]=1)=[O:50])(=[O:42])[CH2:29][CH2:30][CH2:31][CH2:32][C@H:33]1[C@@H:41]2[C@@H:36]([NH:37][C:38]([NH:40]2)=[O:39])[CH2:35][S:34]1. (4) Given the reactants [CH2:1]([O:3][C:4]([C:6]1[CH:7]=[N:8][N:9]([CH2:11][C:12]2[CH:17]=[CH:16][C:15]([C:18]([OH:20])=O)=[CH:14][CH:13]=2)[CH:10]=1)=[O:5])[CH3:2].CC[N:23](C(C)C)[CH:24]([CH3:26])[CH3:25].CN(C(ON1N=NC2C=CC=CC1=2)=[N+](C)C)C.F[P-](F)(F)(F)(F)F.C(N)(C)C, predict the reaction product. The product is: [CH2:1]([O:3][C:4]([C:6]1[CH:7]=[N:8][N:9]([CH2:11][C:12]2[CH:13]=[CH:14][C:15]([C:18](=[O:20])[NH:23][CH:24]([CH3:26])[CH3:25])=[CH:16][CH:17]=2)[CH:10]=1)=[O:5])[CH3:2]. (5) Given the reactants ClC1C(C(=O)N(CCCC)CCCC)=NN(C2C=CC(C(=O)NS(C3C=CC4C(=CC=CC=4)C=3)(=O)=O)=CC=2C(O)=O)C=1C.[Cl:44][C:45]1[C:46]([C:86](=[O:96])[N:87]([CH2:92][CH2:93][CH2:94][CH3:95])[CH2:88][CH2:89][CH2:90][CH3:91])=[N:47][N:48]([C:51]2[CH:61]=[CH:60][C:59]([C:62](=[O:85])[NH:63][S:64]([C:67]3[CH:68]=[C:69]4[C:73](=[CH:74][CH:75]=3)[N:72]([CH2:76][C:77]3[CH:82]=[CH:81][C:80]([Cl:83])=[C:79]([Cl:84])[CH:78]=3)[CH2:71][CH2:70]4)(=[O:66])=[O:65])=[CH:58][C:52]=2[C:53]([O:55]CC)=[O:54])[C:49]=1[CH3:50], predict the reaction product. The product is: [Cl:44][C:45]1[C:46]([C:86](=[O:96])[N:87]([CH2:92][CH2:93][CH2:94][CH3:95])[CH2:88][CH2:89][CH2:90][CH3:91])=[N:47][N:48]([C:51]2[CH:61]=[CH:60][C:59]([C:62](=[O:85])[NH:63][S:64]([C:67]3[CH:68]=[C:69]4[C:73](=[CH:74][CH:75]=3)[N:72]([CH2:76][C:77]3[CH:82]=[CH:81][C:80]([Cl:83])=[C:79]([Cl:84])[CH:78]=3)[CH2:71][CH2:70]4)(=[O:65])=[O:66])=[CH:58][C:52]=2[C:53]([OH:55])=[O:54])[C:49]=1[CH3:50]. (6) Given the reactants [F:1][C:2]([F:13])([F:12])[C:3]1[CH:8]=[CH:7][C:6]([N:9]=[C:10]=[O:11])=[CH:5][CH:4]=1.[NH2:14][C@H:15]1[CH2:20][CH2:19][C@H:18]([O:21][C:22]2[CH:30]=[CH:29][C:25]([C:26]([OH:28])=[O:27])=[CH:24][CH:23]=2)[CH2:17][CH2:16]1.ClC1C=CC(NC(=O)N[C@H]2CC[C@H](OC3C=CC(C(O)=O)=CC=3)CC2)=CC=1C(F)(F)F, predict the reaction product. The product is: [F:1][C:2]([F:12])([F:13])[C:3]1[CH:4]=[CH:5][C:6]([NH:9][C:10](=[O:11])[NH:14][C@H:15]2[CH2:20][CH2:19][C@H:18]([O:21][C:22]3[CH:30]=[CH:29][C:25]([C:26]([OH:28])=[O:27])=[CH:24][CH:23]=3)[CH2:17][CH2:16]2)=[CH:7][CH:8]=1. (7) Given the reactants [F:1][C:2]([F:13])([F:12])[C:3]1[CH:8]=[CH:7][C:6](B(O)O)=[CH:5][CH:4]=1.Cl[C:15]1[CH:21]=[CH:20][CH:19]=[CH:18][C:16]=1[NH2:17].C1(P(C2CCCCC2)C2CCCCC2)CCCCC1.P([O-])([O-])([O-])=O.[K+].[K+].[K+].O, predict the reaction product. The product is: [NH2:17][C:16]1[CH:18]=[CH:19][CH:20]=[CH:21][C:15]=1[C:6]1[CH:7]=[CH:8][C:3]([C:2]([F:13])([F:12])[F:1])=[CH:4][CH:5]=1.